This data is from CYP2D6 inhibition data for predicting drug metabolism from PubChem BioAssay. The task is: Regression/Classification. Given a drug SMILES string, predict its absorption, distribution, metabolism, or excretion properties. Task type varies by dataset: regression for continuous measurements (e.g., permeability, clearance, half-life) or binary classification for categorical outcomes (e.g., BBB penetration, CYP inhibition). Dataset: cyp2d6_veith. (1) The drug is COC(=O)c1ccc(NC(=O)COc2ccc(C3C(C#N)=C(N)Oc4c3ccc3ccccc43)cc2OC)cc1. The result is 0 (non-inhibitor). (2) The compound is C[C@@]12CC[C@H]3[C@@H](CC[C@H]4C[C@@H](O)CC[C@]43C)[C@@]1(O)C[C@@H](O)[C@@H]2C1=CC(=O)OC1. The result is 0 (non-inhibitor). (3) The compound is N[C@@H](C(=O)O)c1ccc(O)c(C(=O)O)c1. The result is 0 (non-inhibitor). (4) The drug is Cc1ccccc1-c1noc(-c2ccc(Cl)cc2)n1. The result is 0 (non-inhibitor). (5) The drug is Cc1ccc(C(=O)n2cnnc2N)cc1. The result is 0 (non-inhibitor). (6) The compound is CCc1nnc2sc(-c3ccc(NC(=O)c4ccco4)cc3)nn12. The result is 0 (non-inhibitor). (7) The compound is CCOC(=O)CN1NC2(CCC(C(C)(C)C)CC2)NC1=S. The result is 0 (non-inhibitor).